This data is from Reaction yield outcomes from USPTO patents with 853,638 reactions. The task is: Predict the reaction yield, written as a fraction of the theoretical maximum amount of product (1.0 means a 100% yield; for example, 0.34 means a 34% yield). (1) The reactants are [F:1][C:2]1[C:9]([OH:10])=[CH:8][CH:7]=[C:6]([I:11])[C:3]=1[C:4]#[N:5].[N:12]1([CH2:18][CH2:19]O)[CH2:17][CH2:16][O:15][CH2:14][CH2:13]1.C1(P(C2C=CC=CC=2)C2C=CC=CC=2)C=CC=CC=1.CCOC(/N=N/C(OCC)=O)=O. The catalyst is C1COCC1. The product is [F:1][C:2]1[C:9]([O:10][CH2:19][CH2:18][N:12]2[CH2:17][CH2:16][O:15][CH2:14][CH2:13]2)=[CH:8][CH:7]=[C:6]([I:11])[C:3]=1[C:4]#[N:5]. The yield is 0.500. (2) The reactants are [CH2:1]([NH:3][CH2:4][CH3:5])[CH3:2].CS(O[CH2:11][CH2:12][CH2:13][N:14]([C:16]([O:18][CH:19]([CH2:38][CH2:39][CH2:40][CH2:41][CH2:42][CH2:43][CH2:44][CH2:45]/[CH:46]=[CH:47]\[CH2:48]/[CH:49]=[CH:50]\[CH2:51][CH2:52][CH2:53][CH2:54][CH3:55])[CH2:20][CH2:21][CH2:22][CH2:23][CH2:24][CH2:25][CH2:26][CH2:27]/[CH:28]=[CH:29]\[CH2:30]/[CH:31]=[CH:32]\[CH2:33][CH2:34][CH2:35][CH2:36][CH3:37])=[O:17])[CH3:15])(=O)=O. The catalyst is CCO.C(Cl)Cl. The product is [CH2:1]([N:3]([CH2:4][CH3:5])[CH2:11][CH2:12][CH2:13][N:14]([CH3:15])[C:16](=[O:17])[O:18][CH:19]([CH2:38][CH2:39][CH2:40][CH2:41][CH2:42][CH2:43][CH2:44][CH2:45]/[CH:46]=[CH:47]\[CH2:48]/[CH:49]=[CH:50]\[CH2:51][CH2:52][CH2:53][CH2:54][CH3:55])[CH2:20][CH2:21][CH2:22][CH2:23][CH2:24][CH2:25][CH2:26][CH2:27]/[CH:28]=[CH:29]\[CH2:30]/[CH:31]=[CH:32]\[CH2:33][CH2:34][CH2:35][CH2:36][CH3:37])[CH3:2]. The yield is 0.420. (3) The reactants are [F:1][C:2]([F:22])([F:21])[C:3]([N:5]1[CH2:10][CH2:9][CH:8]([C:11]2[CH:16]=[CH:15][C:14]([S:17](Cl)(=[O:19])=[O:18])=[CH:13][CH:12]=2)[CH2:7][CH2:6]1)=[O:4].[NH2:23][C:24]1[S:25][CH:26]=[CH:27][N:28]=1. The catalyst is N1C=CC=CC=1. The product is [S:25]1[CH:26]=[CH:27][N:28]=[C:24]1[NH:23][S:17]([C:14]1[CH:15]=[CH:16][C:11]([CH:8]2[CH2:9][CH2:10][N:5]([C:3](=[O:4])[C:2]([F:22])([F:21])[F:1])[CH2:6][CH2:7]2)=[CH:12][CH:13]=1)(=[O:19])=[O:18]. The yield is 0.500. (4) The reactants are [Cl:1][C:2]1[N:3]=[C:4]([O:20][CH:21]2[CH2:25][CH2:24][CH2:23][CH2:22]2)[C:5]2[C:10](I)=[CH:9][N:8]([CH2:12][O:13][CH2:14][CH2:15][Si:16]([CH3:19])([CH3:18])[CH3:17])[C:6]=2[N:7]=1.[CH3:26][C:27]1[O:28][C:29]2[CH:35]=[C:34](B3OC(C)(C)C(C)(C)O3)[CH:33]=[CH:32][C:30]=2[N:31]=1.P([O-])([O-])([O-])=O.[K+].[K+].[K+].O. The catalyst is O1CCOCC1. The product is [Cl:1][C:2]1[N:3]=[C:4]([O:20][CH:21]2[CH2:25][CH2:24][CH2:23][CH2:22]2)[C:5]2[C:10]([C:34]3[CH:33]=[CH:32][C:30]4[N:31]=[C:27]([CH3:26])[O:28][C:29]=4[CH:35]=3)=[CH:9][N:8]([CH2:12][O:13][CH2:14][CH2:15][Si:16]([CH3:19])([CH3:18])[CH3:17])[C:6]=2[N:7]=1. The yield is 0.420. (5) The reactants are Cl[C:2]1[N:3]=[C:4]([NH:17][CH3:18])[C:5]2[CH2:10][CH2:9][CH:8]([C:11]3[CH:16]=[CH:15][CH:14]=[CH:13][CH:12]=3)[C:6]=2[N:7]=1.[NH2:19][C:20]1[CH:25]=[CH:24][C:23]([N:26]2[CH:30]=[C:29]([C:31]#[N:32])[N:28]=[CH:27]2)=[C:22]([O:33][CH3:34])[CH:21]=1.CC(O)=O.[OH-].[Na+]. The catalyst is O1CCOCC1. The product is [CH3:34][O:33][C:22]1[CH:21]=[C:20]([NH:19][C:2]2[N:3]=[C:4]([NH:17][CH3:18])[C:5]3[CH2:10][CH2:9][CH:8]([C:11]4[CH:16]=[CH:15][CH:14]=[CH:13][CH:12]=4)[C:6]=3[N:7]=2)[CH:25]=[CH:24][C:23]=1[N:26]1[CH:30]=[C:29]([C:31]#[N:32])[N:28]=[CH:27]1. The yield is 0.226. (6) The reactants are C[O:2][C:3]([C:5]1[C:6]([C:24]2[CH:29]=[CH:28][C:27]([C:30]([OH:32])=O)=[CH:26][CH:25]=2)=[CH:7][CH:8]=[C:9]([C:11]2[S:12][CH:13]=[C:14]([C:16]3[CH:21]=[CH:20][C:19]([Cl:22])=[C:18]([Cl:23])[CH:17]=3)[N:15]=2)[CH:10]=1)=[O:4].[NH2:33][CH:34]1[CH2:39][CH2:38][N:37]([CH3:40])[CH2:36][CH2:35]1. No catalyst specified. The product is [Cl:23][C:18]1[CH:17]=[C:16]([C:14]2[N:15]=[C:11]([C:9]3[CH:10]=[C:5]([C:3]([OH:2])=[O:4])[C:6]([C:24]4[CH:29]=[CH:28][C:27]([C:30](=[O:32])[NH:33][CH:34]5[CH2:39][CH2:38][N:37]([CH3:40])[CH2:36][CH2:35]5)=[CH:26][CH:25]=4)=[CH:7][CH:8]=3)[S:12][CH:13]=2)[CH:21]=[CH:20][C:19]=1[Cl:22]. The yield is 1.16. (7) The reactants are CO[CH2:3][N:4]([CH2:10][CH2:11][CH3:12])[CH2:5][Si](C)(C)C.[Br:13][C:14]1[CH:15]=[N:16][C:17]([CH:20]=[CH2:21])=[N:18][CH:19]=1.C(O)(C(F)(F)F)=O. The catalyst is C(Cl)Cl. The product is [Br:13][C:14]1[CH:15]=[N:16][C:17]([CH:20]2[CH2:21][CH2:5][N:4]([CH2:10][CH2:11][CH3:12])[CH2:3]2)=[N:18][CH:19]=1. The yield is 0.340. (8) The yield is 0.730. The catalyst is O1CCCC1. The product is [CH2:1]([N:8]1[CH:16]=[C:15]2[C:10]([CH:11]=[C:12]([C:17]3[CH:18]=[C:19]([CH:27]4[CH2:31][CH2:30][N:29]([C:38]([N:32]5[CH2:37][CH2:36][O:35][CH2:34][CH2:33]5)=[O:39])[CH2:28]4)[N:20]4[C:25]=3[C:24]([NH2:26])=[N:23][CH:22]=[N:21]4)[CH:13]=[CH:14]2)=[N:9]1)[C:2]1[CH:3]=[CH:4][CH:5]=[CH:6][CH:7]=1. The reactants are [CH2:1]([N:8]1[CH:16]=[C:15]2[C:10]([CH:11]=[C:12]([C:17]3[CH:18]=[C:19]([CH:27]4[CH2:31][CH2:30][NH:29][CH2:28]4)[N:20]4[C:25]=3[C:24]([NH2:26])=[N:23][CH:22]=[N:21]4)[CH:13]=[CH:14]2)=[N:9]1)[C:2]1[CH:7]=[CH:6][CH:5]=[CH:4][CH:3]=1.[N:32]1([C:38](Cl)=[O:39])[CH2:37][CH2:36][O:35][CH2:34][CH2:33]1.C(N(CC)CC)C.